Dataset: Forward reaction prediction with 1.9M reactions from USPTO patents (1976-2016). Task: Predict the product of the given reaction. (1) Given the reactants Cl[C:2]1[C:3]2[C:10]3[CH2:11][CH2:12][C:13]([O:18][CH3:19])([CH2:15][O:16][CH3:17])[CH2:14][C:9]=3[S:8][C:4]=2[N:5]=[CH:6][N:7]=1.[Cl:20][C:21]1[CH:29]=[C:28]2[C:24]([CH:25]=[N:26][NH:27]2)=[CH:23][C:22]=1[NH2:30], predict the reaction product. The product is: [Cl:20][C:21]1[CH:29]=[C:28]2[C:24]([CH:25]=[N:26][NH:27]2)=[CH:23][C:22]=1[NH:30][C:2]1[C:3]2[C:10]3[CH2:11][CH2:12][C:13]([O:18][CH3:19])([CH2:15][O:16][CH3:17])[CH2:14][C:9]=3[S:8][C:4]=2[N:5]=[CH:6][N:7]=1. (2) Given the reactants F[C:2]1[CH:7]=[CH:6][C:5]([C:8]([F:11])([F:10])[F:9])=[CH:4][C:3]=1[N+:12]([O-:14])=[O:13].[C:15]([NH:22][CH:23]1[CH2:28][CH2:27][NH:26][CH2:25][CH2:24]1)([O:17][C:18]([CH3:21])([CH3:20])[CH3:19])=[O:16], predict the reaction product. The product is: [N+:12]([C:3]1[CH:4]=[C:5]([C:8]([F:11])([F:10])[F:9])[CH:6]=[CH:7][C:2]=1[N:26]1[CH2:25][CH2:24][CH:23]([NH:22][C:15](=[O:16])[O:17][C:18]([CH3:20])([CH3:19])[CH3:21])[CH2:28][CH2:27]1)([O-:14])=[O:13]. (3) Given the reactants [F:1][C:2]([F:23])([F:22])[C:3]1[CH:4]=[CH:5][C:6]2[N:10]=[C:9]([C:11]3[C:16]4[O:17][CH2:18][CH2:19][NH:20][C:15]=4[CH:14]=[CH:13][CH:12]=3)[NH:8][C:7]=2[CH:21]=1.Cl[C:25]1[C:30]([C:31]([F:34])([F:33])[F:32])=[CH:29][CH:28]=[CH:27][N:26]=1.C1(N)C=CC=CC=1.ClC1C(Cl)=CC=CN=1, predict the reaction product. The product is: [F:23][C:2]([F:22])([F:1])[C:3]1[CH:4]=[CH:5][C:6]2[N:10]=[C:9]([C:11]3[C:16]4[O:17][CH2:18][CH2:19][N:20]([C:25]5[C:30]([C:31]([F:34])([F:33])[F:32])=[CH:29][CH:28]=[CH:27][N:26]=5)[C:15]=4[CH:14]=[CH:13][CH:12]=3)[NH:8][C:7]=2[CH:21]=1. (4) The product is: [Cl:1][C:2]1[CH:11]=[CH:10][CH:9]=[C:8]2[C:3]=1[C:4]([C:12]([OH:14])=[O:13])=[CH:5][N:6]=[CH:7]2. Given the reactants [Cl:1][C:2]1[CH:11]=[CH:10][CH:9]=[C:8]2[C:3]=1[C:4]([C:12]([O:14]C)=[O:13])=[CH:5][N:6]=[CH:7]2.[OH-].[K+].Cl, predict the reaction product. (5) Given the reactants C(=O)([O-])[O-].[K+].[K+].BrCCOC1CCCCO1.[CH2:17]([O:24][C:25]1[C:26]([CH2:61][CH3:62])=[C:27]([CH2:45][C:46]2[O:50][C:49](=[O:51])[N:48]([CH2:52][CH2:53][O:54]C3CCCCO3)[N:47]=2)[C:28]([C:39]2[CH:44]=[CH:43][CH:42]=[CH:41][CH:40]=2)=[C:29]([O:31][CH2:32][C:33]2[CH:38]=[CH:37][CH:36]=[CH:35][CH:34]=2)[CH:30]=1)[C:18]1[CH:23]=[CH:22][CH:21]=[CH:20][CH:19]=1.Cl.C(=O)([O-])O.[Na+], predict the reaction product. The product is: [CH2:17]([O:24][C:25]1[C:26]([CH2:61][CH3:62])=[C:27]([CH2:45][C:46]2[O:50][C:49](=[O:51])[N:48]([CH2:52][CH2:53][OH:54])[N:47]=2)[C:28]([C:39]2[CH:40]=[CH:41][CH:42]=[CH:43][CH:44]=2)=[C:29]([O:31][CH2:32][C:33]2[CH:34]=[CH:35][CH:36]=[CH:37][CH:38]=2)[CH:30]=1)[C:18]1[CH:19]=[CH:20][CH:21]=[CH:22][CH:23]=1.